Dataset: Forward reaction prediction with 1.9M reactions from USPTO patents (1976-2016). Task: Predict the product of the given reaction. (1) The product is: [CH3:12][N:13]([CH3:15])[CH:14]=[CH:10][C:9](=[O:11])[CH2:8][CH2:7][C:1]1[CH:6]=[CH:5][CH:4]=[CH:3][CH:2]=1. Given the reactants [C:1]1([CH2:7][CH2:8][C:9](=[O:11])[CH3:10])[CH:6]=[CH:5][CH:4]=[CH:3][CH:2]=1.[CH3:12][N:13]([CH:15](OC)OC)[CH3:14], predict the reaction product. (2) Given the reactants [N:1]1([C:8]2[CH:9]=[C:10]3[C:15](=[CH:16][C:17]=2[O:18][CH2:19][CH3:20])[N:14]=[CH:13][C:12]([C:21]([NH2:23])=[O:22])=[C:11]3[NH:24][C:25]2[CH:30]=[CH:29][C:28]([F:31])=[CH:27][C:26]=2[F:32])[CH2:7][CH2:6][CH2:5][NH:4][CH2:3][CH2:2]1.C(O[C:36]1(O[Si](C)(C)C)[CH2:38][CH2:37]1)C.C(O)(=O)C.C([BH3-])#N.[Na+], predict the reaction product. The product is: [CH:36]1([N:4]2[CH2:5][CH2:6][CH2:7][N:1]([C:8]3[CH:9]=[C:10]4[C:15](=[CH:16][C:17]=3[O:18][CH2:19][CH3:20])[N:14]=[CH:13][C:12]([C:21]([NH2:23])=[O:22])=[C:11]4[NH:24][C:25]3[CH:30]=[CH:29][C:28]([F:31])=[CH:27][C:26]=3[F:32])[CH2:2][CH2:3]2)[CH2:38][CH2:37]1. (3) Given the reactants [N+:1]([C:4]1[CH:5]=[N:6][N:7]([CH2:9][CH2:10][CH2:11][OH:12])[CH:8]=1)([O-])=O, predict the reaction product. The product is: [NH2:1][C:4]1[CH:5]=[N:6][N:7]([CH2:9][CH2:10][CH2:11][OH:12])[CH:8]=1. (4) Given the reactants Br[C:2]1[CH:3]=[C:4]([Cl:16])[CH:5]=[C:6]2[C:10]=1[N:9]([CH3:11])[C:8]([C:12]([NH2:14])=[O:13])=[C:7]2[CH3:15].[C:17]([C:19]1[CH:24]=[CH:23][C:22](B(O)O)=[CH:21][CH:20]=1)#[N:18], predict the reaction product. The product is: [Cl:16][C:4]1[CH:5]=[C:6]2[C:10](=[C:2]([C:22]3[CH:23]=[CH:24][C:19]([C:17]#[N:18])=[CH:20][CH:21]=3)[CH:3]=1)[N:9]([CH3:11])[C:8]([C:12]([NH2:14])=[O:13])=[C:7]2[CH3:15]. (5) Given the reactants C(=O)([O-])[O:2][C:3]1[CH:8]=[CH:7][C:6]([S:9]([N:12]2[C:21]3[C:16](=[CH:17][CH:18]=[C:19]([F:22])[CH:20]=3)[NH:15][C:14](=[O:23])[C@@H:13]2[CH2:24][CH3:25])(=[O:11])=[O:10])=[CH:5][CH:4]=1.Br[CH2:29][CH2:30][CH2:31][CH3:32].C([C@@H]1N(S(C2C=CC(O)=CC=2)(=O)=O)C2C(=CC=C(F)C=2)N(CCC)C1=O)C, predict the reaction product. The product is: [CH2:29]([N:15]1[C:16]2[C:21](=[CH:20][C:19]([F:22])=[CH:18][CH:17]=2)[N:12]([S:9]([C:6]2[CH:7]=[CH:8][C:3]([OH:2])=[CH:4][CH:5]=2)(=[O:10])=[O:11])[C@@H:13]([CH2:24][CH3:25])[C:14]1=[O:23])[CH2:30][CH2:31][CH3:32]. (6) The product is: [CH3:29][O:28][C:8]1[CH:9]=[CH:10][C:11]2[C:17]3[C:18]([O:26][CH3:27])=[C:19]([O:24][CH3:25])[C:20]([O:22][CH3:23])=[CH:21][C:40]=3[CH2:39][O:38][CH2:35][C:36]=2[C:7]=1[SH:33]. Given the reactants FC(F)(F)S(O[C:7]1C2COCC3[CH:21]=[C:20]([O:22][CH3:23])[C:19]([O:24][CH3:25])=[C:18]([O:26][CH3:27])[C:17]=3[C:11]=2[CH:10]=[CH:9][C:8]=1[O:28][CH3:29])(=O)=O.O.[SH-:33].[Na+].[C:35]([O:38][CH2:39][CH3:40])(=O)[CH3:36], predict the reaction product. (7) Given the reactants Br[C:2]1[C:3]([CH3:19])=[C:4]([NH:8][C:9](=[O:18])[CH:10]([F:17])[C:11]2[CH:16]=[CH:15][CH:14]=[CH:13][N:12]=2)[CH:5]=[CH:6][CH:7]=1.[CH3:20][C:21]1([CH3:37])[C:25]([CH3:27])([CH3:26])[O:24][B:23]([B:23]2[O:24][C:25]([CH3:27])([CH3:26])[C:21]([CH3:37])([CH3:20])[O:22]2)[O:22]1.C([O-])(=O)C.[K+], predict the reaction product. The product is: [F:17][CH:10]([C:11]1[CH:16]=[CH:15][CH:14]=[CH:13][N:12]=1)[C:9]([NH:8][C:4]1[CH:5]=[CH:6][CH:7]=[C:2]([B:23]2[O:24][C:25]([CH3:27])([CH3:26])[C:21]([CH3:37])([CH3:20])[O:22]2)[C:3]=1[CH3:19])=[O:18].